Dataset: Catalyst prediction with 721,799 reactions and 888 catalyst types from USPTO. Task: Predict which catalyst facilitates the given reaction. (1) Reactant: [CH3:1][OH:2].[C:3](Cl)(=[O:5])[CH3:4].C(C1[C:13]2[CH:14]=[CH:15][CH:16]=[CH:17][C:12]=2[S:11](=[O:19])(=[O:18])[N:10]1[CH2:20][C:21]1[CH:26]=[CH:25][C:24]([O:27][CH3:28])=[CH:23][CH:22]=1)#N. Product: [CH3:1][O:2][C:3]([CH:4]1[C:13]2[CH:14]=[CH:15][CH:16]=[CH:17][C:12]=2[S:11](=[O:19])(=[O:18])[N:10]1[CH2:20][C:21]1[CH:26]=[CH:25][C:24]([O:27][CH3:28])=[CH:23][CH:22]=1)=[O:5]. The catalyst class is: 12. (2) Reactant: [NH2:1][C:2]1[CH:3]=[CH:4][C:5]([CH3:19])=[C:6]([NH:8][C:9](=[O:18])/[CH:10]=[CH:11]/[C:12]2[CH:17]=[CH:16][CH:15]=CN=2)[CH:7]=1.[CH2:20]([N:22](CC)CC)C.[CH3:27][C:28]1[CH:36]=[CH:35][C:31]([C:32](Cl)=[O:33])=[CH:30][CH:29]=1.C(=O)([O-])[O-].[K+].[K+]. Product: [CH3:19][C:5]1[CH:4]=[CH:3][C:2]([NH:1][C:32](=[O:33])[C:31]2[CH:35]=[CH:36][C:28]([CH3:27])=[CH:29][CH:30]=2)=[CH:7][C:6]=1[NH:8][C:9](=[O:18])[CH:10]=[CH:11][C:12]1[CH:20]=[N:22][CH:15]=[CH:16][CH:17]=1. The catalyst class is: 4. (3) Reactant: [C:1]([NH:6][C:7]1[NH:8][C:9](=[O:16])[C:10]2[NH:11][CH:12]=[N:13][C:14]=2[N:15]=1)(=[O:5])[CH:2]([CH3:4])[CH3:3].C([O-])([O-])=O.[Na+].[Na+].Br[CH2:24][C:25]([O:27][CH2:28][CH3:29])=[O:26]. Product: [C:1]([NH:6][C:7]1[NH:8][C:9](=[O:16])[C:10]2[N:11]=[CH:12][N:13]([CH2:24][C:25]([O:27][CH2:28][CH3:29])=[O:26])[C:14]=2[N:15]=1)(=[O:5])[CH:2]([CH3:4])[CH3:3]. The catalyst class is: 3. (4) Reactant: Cl.[C:2]1([CH3:10])[CH:7]=[CH:6][C:5]([NH:8]N)=[CH:4][CH:3]=1.Br[CH2:12][CH2:13][C:14]1[CH:15]=[CH:16][C:17]([CH3:20])=[N:18][CH:19]=1.C(N(CC)CC)C.O=[C:29]1[CH2:34][CH2:33][N:32]([C:35]([O:37][CH2:38][C:39]([Cl:42])([Cl:41])[Cl:40])=[O:36])[CH2:31][CH2:30]1. Product: [CH3:10][C:2]1[CH:7]=[CH:6][C:5]2[N:8]([CH2:12][CH2:13][C:14]3[CH:19]=[N:18][C:17]([CH3:20])=[CH:16][CH:15]=3)[C:29]3[CH2:34][CH2:33][N:32]([C:35]([O:37][CH2:38][C:39]([Cl:42])([Cl:40])[Cl:41])=[O:36])[CH2:31][C:30]=3[C:4]=2[CH:3]=1. The catalyst class is: 8. (5) Reactant: Cl[C:2]1[C:7]([C:8]2[CH:13]=[CH:12][N:11]=[C:10]([S:14][CH3:15])[N:9]=2)=[CH:6][CH:5]=[CH:4][N:3]=1.[NH2:16][C:17]1[CH:22]=[CH:21][C:20]([OH:23])=[CH:19][CH:18]=1.C(=O)([O-])[O-].[Cs+].[Cs+]. Product: [CH3:15][S:14][C:10]1[N:9]=[C:8]([C:7]2[C:2]([O:23][C:20]3[CH:21]=[CH:22][C:17]([NH2:16])=[CH:18][CH:19]=3)=[N:3][CH:4]=[CH:5][CH:6]=2)[CH:13]=[CH:12][N:11]=1. The catalyst class is: 58. (6) Reactant: [CH2:1]([Si:9]([O:14][CH3:15])([O:12][CH3:13])[O:10][CH3:11])[CH2:2][CH2:3][CH2:4][CH2:5][CH:6]([CH3:8])[CH3:7].CC(CC(C)(C)C)C[Si](OC)(OC)[O:20]C.[OH-].[K+:32]. Product: [CH2:1]([Si:9]([O:14][CH3:15])([O:10][CH3:11])[O:12][CH3:13])[CH2:2][CH2:3][CH2:4][CH2:5][CH:6]([CH3:8])[CH3:7].[OH-:20].[K+:32]. The catalyst class is: 6.